This data is from Full USPTO retrosynthesis dataset with 1.9M reactions from patents (1976-2016). The task is: Predict the reactants needed to synthesize the given product. (1) Given the product [F:21][C:32]1[CH:33]=[C:28]([CH:25]2[CH2:24][CH2:23][O:22][CH2:27][CH2:26]2)[C:29]([OH:35])=[CH:30][C:31]=1[OH:34], predict the reactants needed to synthesize it. The reactants are: [B-](F)(F)(F)F.[B-](F)(F)(F)F.C1[N+]2(CCl)CC[N+]([F:21])(CC2)C1.[O:22]1[CH2:27][CH2:26][CH:25]([C:28]2[CH:33]=[CH:32][C:31]([OH:34])=[CH:30][C:29]=2[OH:35])[CH2:24][CH2:23]1. (2) Given the product [Br:1][C:2]1[CH:17]=[CH:16][C:5]2[CH2:6][CH2:7][CH2:8][C:9]([C:12]([O:14][CH3:15])=[O:13])=[C:10]([O:11][S:22]([C:21]([F:34])([F:33])[F:20])(=[O:24])=[O:23])[C:4]=2[CH:3]=1, predict the reactants needed to synthesize it. The reactants are: [Br:1][C:2]1[CH:17]=[CH:16][C:5]2[CH2:6][CH2:7][CH2:8][CH:9]([C:12]([O:14][CH3:15])=[O:13])[C:10](=[O:11])[C:4]=2[CH:3]=1.[H-].[Na+].[F:20][C:21]([F:34])([F:33])[S:22](O[S:22]([C:21]([F:34])([F:33])[F:20])(=[O:24])=[O:23])(=[O:24])=[O:23]. (3) Given the product [CH3:17][C:18]1[CH:19]=[CH:20][C:21]([C:22]([O:24][C@H:25]2[C:29]([Cl:31])([Cl:30])[CH:28]([N:13]3[CH:14]=[CH:15][C:10]([NH:9][C:1](=[O:8])[C:2]4[CH:7]=[CH:6][CH:5]=[CH:4][CH:3]=4)=[N:11][C:12]3=[O:16])[O:27][C@@H:26]2[CH2:49][O:50][C:51](=[O:59])[C:52]2[CH:53]=[CH:54][CH:55]=[CH:56][CH:57]=2)=[O:23])=[CH:60][CH:61]=1, predict the reactants needed to synthesize it. The reactants are: [C:1]([NH:9][C:10]1[CH:15]=[CH:14][NH:13][C:12](=[O:16])[N:11]=1)(=[O:8])[C:2]1[CH:7]=[CH:6][CH:5]=[CH:4][CH:3]=1.[CH3:17][C:18]1[CH:61]=[CH:60][C:21]([C:22]([O:24][C@H:25]2[C:29]([Cl:31])([Cl:30])[CH:28](OP(OC3C=CC=CC=3)(OC3C=CC=CC=3)=O)[O:27][C@@H:26]2[CH2:49][O:50][C:51](=[O:59])[C:52]2[CH:57]=[CH:56][C:55](C)=[CH:54][CH:53]=2)=[O:23])=[CH:20][CH:19]=1.[Sn](Cl)(Cl)(Cl)Cl.[Cl-].[NH4+]. (4) Given the product [ClH:25].[NH:8]1[CH2:9][CH2:10][C:5]2([CH2:4][CH:3]([CH2:2][OH:1])[C:24]3[C:19](=[CH:20][CH:21]=[CH:22][CH:23]=3)[O:18]2)[CH2:6][CH2:7]1, predict the reactants needed to synthesize it. The reactants are: [OH:1][CH2:2][CH:3]1[C:24]2[C:19](=[CH:20][CH:21]=[CH:22][CH:23]=2)[O:18][C:5]2([CH2:10][CH2:9][N:8](C(OC(C)(C)C)=O)[CH2:7][CH2:6]2)[CH2:4]1.[ClH:25]. (5) Given the product [CH3:1][O:2][C:3]1[N:4]=[C:5]2[C:10](=[CH:11][CH:12]=1)[N:9]=[CH:8][CH:7]=[C:6]2[NH:13][C:14]([N:16]1[CH2:21][CH2:20][N:19]([CH2:34][CH2:33][C:30]2[CH:31]=[CH:32][C:26]3[S:25][CH2:24][C:23](=[O:22])[NH:28][C:27]=3[CH:29]=2)[CH2:18][CH2:17]1)=[O:15], predict the reactants needed to synthesize it. The reactants are: [CH3:1][O:2][C:3]1[N:4]=[C:5]2[C:10](=[CH:11][CH:12]=1)[N:9]=[CH:8][CH:7]=[C:6]2[NH:13][C:14]([N:16]1[CH2:21][CH2:20][NH:19][CH2:18][CH2:17]1)=[O:15].[O:22]=[C:23]1[NH:28][C:27]2[CH:29]=[C:30]([CH2:33][CH2:34]OS(C)(=O)=O)[CH:31]=[CH:32][C:26]=2[S:25][CH2:24]1.C(N(CC)CC)C.C(#N)C. (6) Given the product [Br:6][C:7]1[CH:8]=[CH:9][C:10]([C:13]#[C:14][CH2:15][CH2:16][C:17]2[CH:18]=[CH:19][C:20]([CH2:23][N:34]3[CH2:39][CH2:38][O:37][CH2:36][CH2:35]3)=[CH:21][CH:22]=2)=[N:11][CH:12]=1, predict the reactants needed to synthesize it. The reactants are: CS(Cl)(=O)=O.[Br:6][C:7]1[CH:8]=[CH:9][C:10]([C:13]#[C:14][CH2:15][CH2:16][C:17]2[CH:22]=[CH:21][C:20]([CH2:23]O)=[CH:19][CH:18]=2)=[N:11][CH:12]=1.C(N(C(C)C)C(C)C)C.[NH:34]1[CH2:39][CH2:38][O:37][CH2:36][CH2:35]1. (7) Given the product [CH3:1][N:2]([CH2:13][C:14]1[NH:18][C:17]2[CH:19]=[CH:20][CH:21]=[C:22]([C:23]([OH:25])=[O:24])[C:16]=2[N:15]=1)[CH:3]1[C:12]2[N:11]=[CH:10][CH:9]=[CH:8][C:7]=2[CH2:6][CH2:5][CH2:4]1, predict the reactants needed to synthesize it. The reactants are: [CH3:1][N:2]([CH2:13][C:14]1[NH:18][C:17]2[CH:19]=[CH:20][CH:21]=[C:22]([C:23]([O:25]C)=[O:24])[C:16]=2[N:15]=1)[CH:3]1[C:12]2[N:11]=[CH:10][CH:9]=[CH:8][C:7]=2[CH2:6][CH2:5][CH2:4]1.O1CCCC1.[OH-].[Li+]. (8) Given the product [NH2:54][C:53]1[C:48]2[C:47]([C:55]3[CH:64]=[C:63]4[C:58]([CH2:59][CH2:60][CH:61]([C:65]5[CH:70]=[CH:69][CH:68]=[CH:67][CH:66]=5)[O:62]4)=[CH:57][CH:56]=3)=[CH:46][N:45]([C@@H:42]3[CH2:43][CH2:44][C@H:39]([NH:38][C:1](=[O:6])[CH:2]([CH3:4])[CH3:3])[CH2:40][CH2:41]3)[C:49]=2[N:50]=[CH:51][N:52]=1, predict the reactants needed to synthesize it. The reactants are: [C:1]([OH:6])(=O)[CH:2]([CH3:4])[CH3:3].C(N(CC)CC)C.CN(C(ON1N=NC2C=CC=NC1=2)=[N+](C)C)C.F[P-](F)(F)(F)(F)F.[NH2:38][C@@H:39]1[CH2:44][CH2:43][C@H:42]([N:45]2[C:49]3[N:50]=[CH:51][N:52]=[C:53]([NH2:54])[C:48]=3[C:47]([C:55]3[CH:64]=[C:63]4[C:58]([CH2:59][CH2:60][CH:61]([C:65]5[CH:70]=[CH:69][CH:68]=[CH:67][CH:66]=5)[O:62]4)=[CH:57][CH:56]=3)=[CH:46]2)[CH2:41][CH2:40]1.